Dataset: Full USPTO retrosynthesis dataset with 1.9M reactions from patents (1976-2016). Task: Predict the reactants needed to synthesize the given product. (1) Given the product [N:13]1([C:18]2[CH:19]=[C:20]([N:24]([C:2]3[CH:7]=[CH:6][CH:5]=[C:4]([C:8]4[S:9][CH:10]=[CH:11][N:12]=4)[CH:3]=3)[C:25]3[CH:26]=[CH:27][CH:28]=[CH:29][CH:30]=3)[CH:21]=[CH:22][CH:23]=2)[CH:17]=[CH:16][CH:15]=[N:14]1, predict the reactants needed to synthesize it. The reactants are: Cl[C:2]1[CH:3]=[C:4]([C:8]2[S:9][CH:10]=[CH:11][N:12]=2)[CH:5]=[CH:6][CH:7]=1.[N:13]1([C:18]2[CH:19]=[C:20]([NH:24][C:25]3[CH:30]=[CH:29][CH:28]=[CH:27][CH:26]=3)[CH:21]=[CH:22][CH:23]=2)[CH:17]=[CH:16][CH:15]=[N:14]1.CC(C)([O-])C.[Na+].C(P(C(C)(C)C)C1(C)CC1(C1C=CC=CC=1)C1C=CC=CC=1)(C)(C)C.[Cl-].[NH4+]. (2) The reactants are: [F:1][C:2]1[CH:3]=[C:4]2[C:8](=[CH:9][CH:10]=1)[NH:7][CH:6]=[C:5]2[CH2:11][CH2:12][CH2:13]O.C(Br)(Br)(Br)[Br:16].C1(P(C2C=CC=CC=2)C2C=CC=CC=2)C=CC=CC=1. Given the product [Br:16][CH2:13][CH2:12][CH2:11][C:5]1[C:4]2[C:8](=[CH:9][CH:10]=[C:2]([F:1])[CH:3]=2)[NH:7][CH:6]=1, predict the reactants needed to synthesize it. (3) Given the product [CH:1]1([N:4]2[C:8]3[C:9]([O:29][C@@H:30]([C@H:32]4[CH2:36][NH:35][C:34](=[O:37])[CH2:33]4)[CH3:31])=[N:10][C:11]([C:13]4[CH:18]=[CH:17][C:16]([N:19]5[CH2:24][CH2:23][N:22]([S:25]([CH:28]6[CH2:63][O:62][CH2:46]6)(=[O:26])=[O:27])[CH2:21][CH2:20]5)=[CH:15][CH:14]=4)=[CH:12][C:7]=3[N:6]=[CH:5]2)[CH2:3][CH2:2]1, predict the reactants needed to synthesize it. The reactants are: [CH:1]1([N:4]2[C:8]3[C:9]([O:29][C@@H:30]([C@H:32]4[CH2:36][NH:35][C:34](=[O:37])[CH2:33]4)[CH3:31])=[N:10][C:11]([C:13]4[CH:18]=[CH:17][C:16]([N:19]5[CH2:24][CH2:23][N:22]([S:25]([CH3:28])(=[O:27])=[O:26])[CH2:21][CH2:20]5)=[CH:15][CH:14]=4)=[CH:12][C:7]=3[N:6]=[CH:5]2)[CH2:3][CH2:2]1.C1(N2C3[C:46]([O:62][C@@H:63]([C@H]4CNC(=O)C4)C)=NC(C4C=CC(N5CCNCC5)=CC=4)=CC=3N=C2)CC1.O1CC(S(Cl)(=O)=O)C1. (4) Given the product [C:1]([NH:5][S:15]([CH2:14][Cl:13])(=[O:17])=[O:16])([CH3:4])([CH3:3])[CH3:2], predict the reactants needed to synthesize it. The reactants are: [C:1]([NH2:5])([CH3:4])([CH3:3])[CH3:2].CN1CCOCC1.[Cl:13][CH2:14][S:15](Cl)(=[O:17])=[O:16]. (5) Given the product [CH:1]1([CH2:4][NH:5][C:6](=[O:23])[C:7]2[CH:12]=[CH:11][C:10]([CH3:13])=[C:9]([C:31]3[CH:45]=[CH:44][C:34]4[C:35]([CH:38]5[CH2:39][CH2:40][NH:41][CH2:42][CH2:43]5)=[N:36][O:37][C:33]=4[CH:32]=3)[CH:8]=2)[CH2:2][CH2:3]1, predict the reactants needed to synthesize it. The reactants are: [CH:1]1([CH2:4][NH:5][C:6](=[O:23])[C:7]2[CH:12]=[CH:11][C:10]([CH3:13])=[C:9](B3OC(C)(C)C(C)(C)O3)[CH:8]=2)[CH2:3][CH2:2]1.C(=O)([O-])[O-].[Na+].[Na+].Br[C:31]1[CH:45]=[CH:44][C:34]2[C:35]([CH:38]3[CH2:43][CH2:42][NH:41][CH2:40][CH2:39]3)=[N:36][O:37][C:33]=2[CH:32]=1. (6) Given the product [Cl:32][C:26]1[CH:25]=[C:24]([C:21]2[CH:22]=[CH:23][N:19]([CH2:18][C@@H:17]([NH:16][C:12]([C:11]3[N:7]=[C:6]([C:4]4[CH:5]=[N:1][NH:2][CH:3]=4)[S:8][CH:10]=3)=[O:14])[CH3:33])[N:20]=2)[CH:31]=[CH:30][C:27]=1[C:28]#[N:29], predict the reactants needed to synthesize it. The reactants are: [NH:1]1[CH:5]=[C:4]([C:6](=[S:8])[NH2:7])[CH:3]=[N:2]1.Br[CH2:10][C:11](=O)[C:12]([OH:14])=O.[NH2:16][C@@H:17]([CH3:33])[CH2:18][N:19]1[CH:23]=[CH:22][C:21]([C:24]2[CH:31]=[CH:30][C:27]([C:28]#[N:29])=[C:26]([Cl:32])[CH:25]=2)=[N:20]1.C(Cl)Cl. (7) Given the product [ClH:1].[F:36][C:19]1[CH:20]=[C:21]([CH:24]2[CH2:29][CH2:28][CH:27]([N:30]3[CH2:34][CH2:33][CH2:32][C@H:31]3[CH3:35])[CH2:26][CH2:25]2)[CH:22]=[CH:23][C:18]=1[N:15]1[CH2:14][CH2:13][C:12]2([CH2:11][CH2:10][NH:9][CH2:38][CH2:37]2)[C:16]1=[O:17], predict the reactants needed to synthesize it. The reactants are: [ClH:1].C(OC([N:9]1[CH2:38][CH2:37][C:12]2([C:16](=[O:17])[N:15]([C:18]3[CH:23]=[CH:22][C:21]([CH:24]4[CH2:29][CH2:28][CH:27]([N:30]5[CH2:34][CH2:33][CH2:32][C@H:31]5[CH3:35])[CH2:26][CH2:25]4)=[CH:20][C:19]=3[F:36])[CH2:14][CH2:13]2)[CH2:11][CH2:10]1)=O)(C)(C)C.